Dataset: Peptide-MHC class I binding affinity with 185,985 pairs from IEDB/IMGT. Task: Regression. Given a peptide amino acid sequence and an MHC pseudo amino acid sequence, predict their binding affinity value. This is MHC class I binding data. (1) The peptide sequence is IPIHYCAPA. The MHC is HLA-B07:02 with pseudo-sequence HLA-B07:02. The binding affinity (normalized) is 0.436. (2) The peptide sequence is AVDWYQQRI. The MHC is HLA-A02:12 with pseudo-sequence HLA-A02:12. The binding affinity (normalized) is 0.0847. (3) The peptide sequence is DPSMLRTTA. The MHC is HLA-A30:01 with pseudo-sequence HLA-A30:01. The binding affinity (normalized) is 0.149. (4) The binding affinity (normalized) is 0. The MHC is HLA-A26:01 with pseudo-sequence HLA-A26:01. The peptide sequence is VTDTNKFAHY. (5) The peptide sequence is HNRMYNMV. The MHC is H-2-Kb with pseudo-sequence H-2-Kb. The binding affinity (normalized) is 0.272. (6) The peptide sequence is TVGMLIYSM. The MHC is HLA-A68:02 with pseudo-sequence HLA-A68:02. The binding affinity (normalized) is 0.308. (7) The peptide sequence is SLNTSTLGF. The binding affinity (normalized) is 0.762. The MHC is HLA-B15:03 with pseudo-sequence HLA-B15:03.